Dataset: Catalyst prediction with 721,799 reactions and 888 catalyst types from USPTO. Task: Predict which catalyst facilitates the given reaction. (1) Reactant: [I:1][C:2]1[CH:7]=[CH:6][N:5]=[C:4]2[CH:8]=[N:9][NH:10][C:3]=12.[H-].[Na+].[C:13]([O:17][C:18]([N:20]1[CH2:25][CH2:24][CH:23]([CH2:26]Br)[CH2:22][CH2:21]1)=[O:19])([CH3:16])([CH3:15])[CH3:14]. Product: [I:1][C:2]1[C:3]2[C:4](=[CH:8][N:9]([CH2:26][CH:23]3[CH2:24][CH2:25][N:20]([C:18]([O:17][C:13]([CH3:14])([CH3:16])[CH3:15])=[O:19])[CH2:21][CH2:22]3)[N:10]=2)[N:5]=[CH:6][CH:7]=1. The catalyst class is: 3. (2) Reactant: [Cl:1][C:2]1[CH:3]=[C:4]([C:29]2[CH:34]=[CH:33][CH:32]=[CH:31][C:30]=2[CH2:35][CH2:36][NH:37][C:38](=[O:42])[CH2:39][O:40][CH3:41])[CH:5]=[CH:6][C:7]=1[C@H:8]1[C@H:13]([C:14]2[CH:19]=[CH:18][N:17]([CH3:20])[C:16](=[O:21])[CH:15]=2)[CH2:12][CH2:11][N:10](C(OC(C)(C)C)=O)[CH2:9]1.Cl.O1CCOCC1. Product: [Cl:1][C:2]1[CH:3]=[C:4]([C:29]2[CH:34]=[CH:33][CH:32]=[CH:31][C:30]=2[CH2:35][CH2:36][NH:37][C:38](=[O:42])[CH2:39][O:40][CH3:41])[CH:5]=[CH:6][C:7]=1[C@H:8]1[C@H:13]([C:14]2[CH:19]=[CH:18][N:17]([CH3:20])[C:16](=[O:21])[CH:15]=2)[CH2:12][CH2:11][NH:10][CH2:9]1. The catalyst class is: 2. (3) Reactant: [NH:1]1[C:5]2[CH:6]=[CH:7][CH:8]=[CH:9][C:4]=2[NH:3][C:2]1=[O:10].[F:11][C:12]([F:23])([F:22])[O:13][C:14]1[CH:21]=[CH:20][C:17]([CH2:18]Br)=[CH:16][CH:15]=1.C(=O)([O-])[O-].[K+].[K+].[I-].[K+].Cl. Product: [F:11][C:12]([F:22])([F:23])[O:13][C:14]1[CH:21]=[CH:20][C:17]([CH2:18][N:1]2[C:5]3[CH:6]=[CH:7][CH:8]=[CH:9][C:4]=3[NH:3][C:2]2=[O:10])=[CH:16][CH:15]=1. The catalyst class is: 136. (4) Reactant: [CH3:1][C:2]1[CH:7]=[CH:6][N:5]=[C:4]([CH:8]2[CH2:11][N:10](C(OC(C)(C)C)=O)[CH2:9]2)[CH:3]=1.FC(F)(F)C(O)=O. Product: [NH:10]1[CH2:9][CH:8]([C:4]2[CH:3]=[C:2]([CH3:1])[CH:7]=[CH:6][N:5]=2)[CH2:11]1. The catalyst class is: 4. (5) Product: [CH2:8]([C:3]1[CH:4]=[CH:5][CH:6]=[CH:7][C:2]=1[B:18]([OH:19])[OH:17])[CH3:9]. Reactant: Br[C:2]1[CH:7]=[CH:6][CH:5]=[CH:4][C:3]=1[CH2:8][CH3:9].C([Li])CCC.C([O:17][B:18](OCC)[O:19]CC)C. The catalyst class is: 7. (6) Reactant: [Br:1][C:2]1[C:6]2[NH:7][C:8]([CH3:13])([CH3:12])[NH:9][C:10](=[O:11])[C:5]=2[S:4][C:3]=1[C:14]1[CH:15]=[N:16][NH:17][CH:18]=1.Cl.C([O-])(O)=O.[Na+].[O-]S([O-])(=O)=O.[Mg+2].[C:31]1(=O)[CH2:36]CCC[CH2:32]1.CC1C=CC(S(O)(=O)=O)=CC=1. Product: [Br:1][C:2]1[C:6]2[NH:7][C:8]3([CH2:12][CH2:36][CH2:31][CH2:32][CH2:13]3)[NH:9][C:10](=[O:11])[C:5]=2[S:4][C:3]=1[C:14]1[CH:15]=[N:16][NH:17][CH:18]=1. The catalyst class is: 121. (7) Reactant: [N+:1]([C:4]1[CH:5]=[CH:6][C:7]([CH:10]=[CH2:11])=[N:8][CH:9]=1)([O-:3])=[O:2].[CH3:12][O:13][C:14]1[CH:29]=[CH:28][C:17]([CH2:18][N:19]([CH2:25]OC)[CH2:20][Si](C)(C)C)=[CH:16][CH:15]=1.FC(F)(F)C(O)=O. Product: [CH3:12][O:13][C:14]1[CH:29]=[CH:28][C:17]([CH2:18][N:19]2[CH2:25][CH2:11][CH:10]([C:7]3[CH:6]=[CH:5][C:4]([N+:1]([O-:3])=[O:2])=[CH:9][N:8]=3)[CH2:20]2)=[CH:16][CH:15]=1. The catalyst class is: 4. (8) The catalyst class is: 4. Reactant: [NH2:1][C@@H:2]([CH2:9][C:10]1[C:15]([F:16])=[CH:14][C:13]([O:17][CH3:18])=[CH:12][C:11]=1[F:19])[C:3]([NH:5][CH2:6][C:7]#[N:8])=[O:4].[Cl:20][C:21]1[CH:26]=[CH:25][CH:24]=[CH:23][C:22]=1[C:27]1[CH:32]=[CH:31][C:30]([C:33](O)=[O:34])=[CH:29][CH:28]=1.ON1C2C=CC=CC=2N=N1.CN1CCOCC1.Cl.CN(C)CCCN=C=NCC. Product: [C:7]([CH2:6][NH:5][C:3]([C@@H:2]([NH:1][C:33]([C:30]1[CH:29]=[CH:28][C:27]([C:22]2[CH:23]=[CH:24][CH:25]=[CH:26][C:21]=2[Cl:20])=[CH:32][CH:31]=1)=[O:34])[CH2:9][C:10]1[C:11]([F:19])=[CH:12][C:13]([O:17][CH3:18])=[CH:14][C:15]=1[F:16])=[O:4])#[N:8].